Predict the reaction yield, written as a fraction of the theoretical maximum amount of product (1.0 means a 100% yield; for example, 0.34 means a 34% yield). From a dataset of Reaction yield outcomes from USPTO patents with 853,638 reactions. (1) The reactants are [Br:1][C:2]1[CH:3]=[CH:4][C:5]([F:10])=[C:6]([CH:9]=1)[CH:7]=[O:8].C[Mg+].[Br-].[C:14](=O)(O)[O-].[Na+].CC(C)=O. The catalyst is CCOCC.CC(C)=O.OS(O)(=O)=O.O=[Cr](=O)=O. The product is [Br:1][C:2]1[CH:3]=[CH:4][C:5]([F:10])=[C:6]([C:7](=[O:8])[CH3:14])[CH:9]=1. The yield is 0.870. (2) The reactants are [NH:1]1[CH2:6][CH2:5][CH:4]([CH2:7][OH:8])[CH2:3][CH2:2]1.[CH3:9][O:10][C:11]1[CH:18]=[CH:17][C:14]([CH:15]=O)=[CH:13][CH:12]=1.C(O)(=O)C.[BH-](OC(C)=O)(OC(C)=O)OC(C)=O.[Na+]. The catalyst is C1COCC1.ClCCCl.C(Cl)Cl.[OH-].[Na+]. The product is [CH3:9][O:10][C:11]1[CH:18]=[CH:17][C:14]([CH2:15][N:1]2[CH2:6][CH2:5][CH:4]([CH2:7][OH:8])[CH2:3][CH2:2]2)=[CH:13][CH:12]=1. The yield is 0.460.